Dataset: NCI-60 drug combinations with 297,098 pairs across 59 cell lines. Task: Regression. Given two drug SMILES strings and cell line genomic features, predict the synergy score measuring deviation from expected non-interaction effect. (1) Drug 1: CC12CCC3C(C1CCC2=O)CC(=C)C4=CC(=O)C=CC34C. Drug 2: CNC(=O)C1=NC=CC(=C1)OC2=CC=C(C=C2)NC(=O)NC3=CC(=C(C=C3)Cl)C(F)(F)F. Cell line: NCIH23. Synergy scores: CSS=64.1, Synergy_ZIP=0.509, Synergy_Bliss=0.304, Synergy_Loewe=-9.88, Synergy_HSA=2.20. (2) Drug 1: CC1C(C(CC(O1)OC2CC(CC3=C2C(=C4C(=C3O)C(=O)C5=C(C4=O)C(=CC=C5)OC)O)(C(=O)CO)O)N)O.Cl. Drug 2: CN(C)C1=NC(=NC(=N1)N(C)C)N(C)C. Cell line: UACC62. Synergy scores: CSS=0.569, Synergy_ZIP=-0.243, Synergy_Bliss=3.56, Synergy_Loewe=1.48, Synergy_HSA=1.89. (3) Drug 1: C1CC(=O)NC(=O)C1N2CC3=C(C2=O)C=CC=C3N. Drug 2: CC12CCC3C(C1CCC2=O)CC(=C)C4=CC(=O)C=CC34C. Cell line: EKVX. Synergy scores: CSS=13.7, Synergy_ZIP=1.25, Synergy_Bliss=-0.0315, Synergy_Loewe=-25.6, Synergy_HSA=2.07. (4) Drug 1: C1=CN(C(=O)N=C1N)C2C(C(C(O2)CO)O)O.Cl. Drug 2: C(CN)CNCCSP(=O)(O)O. Cell line: OVCAR-4. Synergy scores: CSS=5.54, Synergy_ZIP=0.369, Synergy_Bliss=4.95, Synergy_Loewe=-1.00, Synergy_HSA=2.58. (5) Drug 1: CC(C1=C(C=CC(=C1Cl)F)Cl)OC2=C(N=CC(=C2)C3=CN(N=C3)C4CCNCC4)N. Drug 2: C(CN)CNCCSP(=O)(O)O. Cell line: A498. Synergy scores: CSS=5.71, Synergy_ZIP=-1.69, Synergy_Bliss=-0.994, Synergy_Loewe=-10.4, Synergy_HSA=-1.89. (6) Synergy scores: CSS=0.598, Synergy_ZIP=0.240, Synergy_Bliss=2.29, Synergy_Loewe=-5.40, Synergy_HSA=-0.321. Cell line: MDA-MB-231. Drug 1: CC1=C2C(C(=O)C3(C(CC4C(C3C(C(C2(C)C)(CC1OC(=O)C(C(C5=CC=CC=C5)NC(=O)C6=CC=CC=C6)O)O)OC(=O)C7=CC=CC=C7)(CO4)OC(=O)C)O)C)OC(=O)C. Drug 2: CN1C2=C(C=C(C=C2)N(CCCl)CCCl)N=C1CCCC(=O)O.Cl. (7) Drug 1: CC1=C2C(C(=O)C3(C(CC4C(C3C(C(C2(C)C)(CC1OC(=O)C(C(C5=CC=CC=C5)NC(=O)OC(C)(C)C)O)O)OC(=O)C6=CC=CC=C6)(CO4)OC(=O)C)OC)C)OC. Drug 2: CCC1=C2CN3C(=CC4=C(C3=O)COC(=O)C4(CC)O)C2=NC5=C1C=C(C=C5)O. Cell line: SK-OV-3. Synergy scores: CSS=45.4, Synergy_ZIP=-0.479, Synergy_Bliss=0.305, Synergy_Loewe=1.64, Synergy_HSA=5.02.